This data is from Forward reaction prediction with 1.9M reactions from USPTO patents (1976-2016). The task is: Predict the product of the given reaction. Given the reactants CN(C)[CH:3]=[CH:4][C:5]([C:7]1[C:12](=[O:13])[C:11]([O:14][CH3:15])=[CH:10][N:9]([C:16]2[CH:21]=[CH:20][C:19]([N:22]3[CH:26]=[CH:25][CH:24]=[N:23]3)=[CH:18][C:17]=2[O:27][CH3:28])[N:8]=1)=O.[F:30][C:31]([F:41])([F:40])[C:32]1[CH:33]=[C:34]([NH:38][NH2:39])[CH:35]=[CH:36][CH:37]=1.C(O)(C(F)(F)F)=O, predict the reaction product. The product is: [CH3:15][O:14][C:11]1[C:12](=[O:13])[C:7]([C:5]2[N:38]([C:34]3[CH:35]=[CH:36][CH:37]=[C:32]([C:31]([F:40])([F:41])[F:30])[CH:33]=3)[N:39]=[CH:3][CH:4]=2)=[N:8][N:9]([C:16]2[CH:21]=[CH:20][C:19]([N:22]3[CH:26]=[CH:25][CH:24]=[N:23]3)=[CH:18][C:17]=2[O:27][CH3:28])[CH:10]=1.